Dataset: Full USPTO retrosynthesis dataset with 1.9M reactions from patents (1976-2016). Task: Predict the reactants needed to synthesize the given product. Given the product [CH2:1]([N:4]([CH2:14][CH:15]=[CH2:16])[C@@H:5]([C:7]1[CH:12]=[CH:11][C:10]([C:23]([OH:24])([CH3:25])[CH3:22])=[CH:9][CH:8]=1)[CH3:6])[CH:2]=[CH2:3], predict the reactants needed to synthesize it. The reactants are: [CH2:1]([N:4]([CH2:14][CH:15]=[CH2:16])[C@@H:5]([C:7]1[CH:12]=[CH:11][C:10](Br)=[CH:9][CH:8]=1)[CH3:6])[CH:2]=[CH2:3].[Li]CCCC.[CH3:22][C:23]([CH3:25])=[O:24].